This data is from NCI-60 drug combinations with 297,098 pairs across 59 cell lines. The task is: Regression. Given two drug SMILES strings and cell line genomic features, predict the synergy score measuring deviation from expected non-interaction effect. (1) Drug 1: C1CN(CCN1C(=O)CCBr)C(=O)CCBr. Drug 2: CCC1(C2=C(COC1=O)C(=O)N3CC4=CC5=C(C=CC(=C5CN(C)C)O)N=C4C3=C2)O.Cl. Cell line: HS 578T. Synergy scores: CSS=17.5, Synergy_ZIP=-7.29, Synergy_Bliss=-3.83, Synergy_Loewe=-0.988, Synergy_HSA=0.474. (2) Cell line: M14. Synergy scores: CSS=48.5, Synergy_ZIP=4.51, Synergy_Bliss=6.69, Synergy_Loewe=4.52, Synergy_HSA=7.34. Drug 1: COC1=CC(=CC(=C1O)OC)C2C3C(COC3=O)C(C4=CC5=C(C=C24)OCO5)OC6C(C(C7C(O6)COC(O7)C8=CC=CS8)O)O. Drug 2: CC1CCC2CC(C(=CC=CC=CC(CC(C(=O)C(C(C(=CC(C(=O)CC(OC(=O)C3CCCCN3C(=O)C(=O)C1(O2)O)C(C)CC4CCC(C(C4)OC)OCCO)C)C)O)OC)C)C)C)OC.